This data is from Peptide-MHC class I binding affinity with 185,985 pairs from IEDB/IMGT. The task is: Regression. Given a peptide amino acid sequence and an MHC pseudo amino acid sequence, predict their binding affinity value. This is MHC class I binding data. The peptide sequence is ERKQREAL. The MHC is HLA-B27:05 with pseudo-sequence HLA-B27:05. The binding affinity (normalized) is 0.0613.